From a dataset of Reaction yield outcomes from USPTO patents with 853,638 reactions. Predict the reaction yield, written as a fraction of the theoretical maximum amount of product (1.0 means a 100% yield; for example, 0.34 means a 34% yield). (1) The reactants are S([N:11]1[C:15]2[N:16]=[CH:17][C:18]3[N:19]([C:20]([C:23]45[CH2:30][CH2:29][C:26]([NH:31][S:32]([CH:35]6[CH2:37][CH2:36]6)(=[O:34])=[O:33])([CH2:27][CH2:28]4)[CH2:25][CH2:24]5)=[N:21][N:22]=3)[C:14]=2[CH:13]=[CH:12]1)(C1C=CC(C)=CC=1)(=O)=O.[OH-].[Na+].O1CCOCC1. The catalyst is CN(C=O)C. The product is [C:20]1([C:23]23[CH2:24][CH2:25][C:26]([NH:31][S:32]([CH:35]4[CH2:37][CH2:36]4)(=[O:33])=[O:34])([CH2:27][CH2:28]2)[CH2:29][CH2:30]3)[N:19]2[C:14]3[CH:13]=[CH:12][NH:11][C:15]=3[N:16]=[CH:17][C:18]2=[N:22][N:21]=1. The yield is 0.560. (2) The product is [C:10]12([C:20]3[CH:21]=[C:22]([C:2]4[N:7]=[CH:6][C:5]([CH:8]=[O:9])=[CH:4][CH:3]=4)[CH:23]=[CH:24][C:25]=3[O:26][Si:27]([C:30]([CH3:33])([CH3:32])[CH3:31])([CH3:28])[CH3:29])[CH2:11][CH:12]3[CH2:18][CH:16]([CH2:15][CH:14]([CH2:13]3)[CH2:19]1)[CH2:17]2. The yield is 0.680. The reactants are Br[C:2]1[N:7]=[CH:6][C:5]([CH:8]=[O:9])=[CH:4][CH:3]=1.[C:10]12([C:20]3[CH:21]=[C:22](B(O)O)[CH:23]=[CH:24][C:25]=3[O:26][Si:27]([C:30]([CH3:33])([CH3:32])[CH3:31])([CH3:29])[CH3:28])[CH2:19][CH:14]3[CH2:15][CH:16]([CH2:18][CH:12]([CH2:13]3)[CH2:11]1)[CH2:17]2.C(=O)([O-])[O-].[Na+].[Na+]. The catalyst is C1(C)C=CC=CC=1.CCO.O.C(OCC)(=O)C. (3) The reactants are [N:1]1[C:10]2[C:5](=[CH:6][CH:7]=[CH:8][C:9]=2[C:11]([OH:13])=O)[CH:4]=[CH:3][CH:2]=1.[NH:14]1[C:18]2[CH:19]=[CH:20][CH:21]=[CH:22][C:17]=2[N:16]=[C:15]1[C:23]1[C:27]([NH2:28])=[CH:26][NH:25][N:24]=1.C(Cl)CCl.C1C=CC2N(O)N=NC=2C=1. The catalyst is CN(C=O)C. The product is [NH:16]1[C:17]2[CH:22]=[CH:21][CH:20]=[CH:19][C:18]=2[N:14]=[C:15]1[C:23]1[C:27]([NH:28][C:11]([C:9]2[CH:8]=[CH:7][CH:6]=[C:5]3[C:10]=2[N:1]=[CH:2][CH:3]=[CH:4]3)=[O:13])=[CH:26][NH:25][N:24]=1. The yield is 0.0600. (4) The reactants are [CH3:1][CH:2]([OH:4])[CH3:3].[H-].[Na+].Cl[C:8]1[N:16]=[C:15]([Cl:17])[CH:14]=[CH:13][C:9]=1[C:10]([NH2:12])=[O:11]. The catalyst is CN(C=O)C. The product is [Cl:17][C:15]1[CH:14]=[CH:13][C:9]([C:10]([NH2:12])=[O:11])=[C:8]([O:4][CH:2]([CH3:3])[CH3:1])[N:16]=1. The yield is 0.640. (5) The reactants are [C:1]([O:5][C:6]([N:8]([CH2:26][C:27]([O:29][C:30]([CH3:33])([CH3:32])[CH3:31])=[O:28])[C:9]1[CH:14]=[CH:13][CH:12]=[C:11]([CH2:15][NH:16][S:17]([C:20]2[CH:21]=[N:22][CH:23]=[CH:24][CH:25]=2)(=[O:19])=[O:18])[N:10]=1)=[O:7])([CH3:4])([CH3:3])[CH3:2].S1C=CN=C1C1C=CC(CNS(C2C=NC=CC=2)(=O)=O)=CC=1.[CH3:56][O:57][C:58]1[CH:59]=[CH:60][C:61]2[CH:65]=[C:64]([CH2:66]O)[S:63][C:62]=2[CH:68]=1. No catalyst specified. The product is [C:1]([O:5][C:6]([N:8]([CH2:26][C:27]([O:29][C:30]([CH3:33])([CH3:32])[CH3:31])=[O:28])[C:9]1[CH:14]=[CH:13][CH:12]=[C:11]([CH:15]([CH2:66][C:64]2[S:63][C:62]3[CH:68]=[C:58]([O:57][CH3:56])[CH:59]=[CH:60][C:61]=3[CH:65]=2)[NH:16][S:17]([C:20]2[CH:21]=[N:22][CH:23]=[CH:24][CH:25]=2)(=[O:19])=[O:18])[N:10]=1)=[O:7])([CH3:4])([CH3:3])[CH3:2]. The yield is 0.780.